This data is from TCR-epitope binding with 47,182 pairs between 192 epitopes and 23,139 TCRs. The task is: Binary Classification. Given a T-cell receptor sequence (or CDR3 region) and an epitope sequence, predict whether binding occurs between them. (1) The epitope is VLWAHGFEL. The TCR CDR3 sequence is CASNSGGNEQYF. Result: 1 (the TCR binds to the epitope). (2) The epitope is ATDALMTGY. The TCR CDR3 sequence is CASSFTTMGNQPQHF. Result: 1 (the TCR binds to the epitope). (3) The epitope is TLVPQEHYV. The TCR CDR3 sequence is CASSYAPTGTDYEQYF. Result: 1 (the TCR binds to the epitope). (4) The epitope is YSEHPTFTSQY. The TCR CDR3 sequence is CASSGGRGSPLHF. Result: 0 (the TCR does not bind to the epitope). (5) The epitope is NLWNTFTRL. The TCR CDR3 sequence is CASSLEDLGTDTQYF. Result: 0 (the TCR does not bind to the epitope). (6) The TCR CDR3 sequence is CASSHSGGAYNEQFF. Result: 1 (the TCR binds to the epitope). The epitope is FSKQLQQSM. (7) The epitope is KLWAQCVQL. The TCR CDR3 sequence is CASSLTNLAGGLEDFSTDTQYF. Result: 1 (the TCR binds to the epitope). (8) The epitope is HPKVSSEVHI. The TCR CDR3 sequence is CASSLDGSNQPQHF. Result: 0 (the TCR does not bind to the epitope). (9) The epitope is GLCTLVAML. The TCR CDR3 sequence is CASSLVGTEAFF. Result: 1 (the TCR binds to the epitope). (10) The epitope is KLFIRQEEV. The TCR CDR3 sequence is CASSQDPPGTTSTDTQYF. Result: 0 (the TCR does not bind to the epitope).